This data is from Full USPTO retrosynthesis dataset with 1.9M reactions from patents (1976-2016). The task is: Predict the reactants needed to synthesize the given product. (1) Given the product [CH3:20][N:21]([CH2:32][C:33]1[N:37]([CH2:38][C:39]([NH:1][CH2:2][C:3]2[CH:4]=[N:5][CH:6]=[CH:7][CH:8]=2)=[O:40])[C:36]2[CH:43]=[CH:44][CH:45]=[CH:46][C:35]=2[N:34]=1)[CH:22]1[C:31]2[N:30]=[CH:29][CH:28]=[CH:27][C:26]=2[CH2:25][CH2:24][CH2:23]1, predict the reactants needed to synthesize it. The reactants are: [NH2:1][CH2:2][C:3]1[CH:4]=[N:5][CH:6]=[CH:7][CH:8]=1.C[Al](C)C.C1(C)C=CC=CC=1.[CH3:20][N:21]([CH2:32][C:33]1[N:37]([CH2:38][C:39](OC)=[O:40])[C:36]2[CH:43]=[CH:44][CH:45]=[CH:46][C:35]=2[N:34]=1)[CH:22]1[C:31]2[N:30]=[CH:29][CH:28]=[CH:27][C:26]=2[CH2:25][CH2:24][CH2:23]1. (2) The reactants are: [NH2:1][C:2]1[CH:7]=[C:6]([Cl:8])[C:5]([OH:9])=[C:4]([C:10]2[S:11][C:12]3[CH:18]=[CH:17][CH:16]=[CH:15][C:13]=3[N:14]=2)[CH:3]=1.[N:19]([CH:22]1[CH2:27][CH2:26][CH2:25][CH2:24][CH2:23]1)=[C:20]=[O:21]. Given the product [S:11]1[C:12]2[CH:18]=[CH:17][CH:16]=[CH:15][C:13]=2[N:14]=[C:10]1[C:4]1[CH:3]=[C:2]([NH:1][C:20]([NH:19][CH:22]2[CH2:27][CH2:26][CH2:25][CH2:24][CH2:23]2)=[O:21])[CH:7]=[C:6]([Cl:8])[C:5]=1[OH:9], predict the reactants needed to synthesize it. (3) Given the product [C:13]([NH:17][C:18]([C:20]1[CH:24]=[C:23]([C:25]2[CH:30]=[CH:29][C:28]([CH2:31][NH:32][S:9]([CH3:8])(=[O:11])=[O:10])=[CH:27][N:26]=2)[N:22]([C:33]2[CH:38]=[CH:37][CH:36]=[CH:35][CH:34]=2)[N:21]=1)=[O:19])([CH3:16])([CH3:14])[CH3:15], predict the reactants needed to synthesize it. The reactants are: C(N(CC)CC)C.[CH3:8][S:9](Cl)(=[O:11])=[O:10].[C:13]([NH:17][C:18]([C:20]1[CH:24]=[C:23]([C:25]2[CH:30]=[CH:29][C:28]([CH2:31][NH2:32])=[CH:27][N:26]=2)[N:22]([C:33]2[CH:38]=[CH:37][CH:36]=[CH:35][CH:34]=2)[N:21]=1)=[O:19])([CH3:16])([CH3:15])[CH3:14].O. (4) Given the product [CH2:23]([C:7]1[CH:8]=[C:9]2[C:14](=[CH:15][CH:16]=1)[C:13]([C:17]([O:19][CH3:20])=[O:18])=[CH:12][CH:11]=[CH:10]2)[CH2:24][CH2:25][CH2:26][CH2:27][CH3:28], predict the reactants needed to synthesize it. The reactants are: FC(F)(F)S(O[C:7]1[CH:8]=[C:9]2[C:14](=[CH:15][CH:16]=1)[C:13]([C:17]([O:19][CH3:20])=[O:18])=[CH:12][CH:11]=[CH:10]2)(=O)=O.[CH2:23]([Mg]Br)[CH2:24][CH2:25][CH2:26][CH2:27][CH3:28]. (5) Given the product [OH:20][C:21]1[CH:28]=[CH:27][C:24]([CH:25]=[C:5]2[C:4](=[O:7])[N:3]([C:8]3[C:17]4[C:12](=[CH:13][CH:14]=[CH:15][CH:16]=4)[C:11]([C:18]#[N:19])=[CH:10][CH:9]=3)[C:2](=[O:1])[NH:6]2)=[CH:23][CH:22]=1, predict the reactants needed to synthesize it. The reactants are: [O:1]=[C:2]1[NH:6][CH2:5][C:4](=[O:7])[N:3]1[C:8]1[C:17]2[C:12](=[CH:13][CH:14]=[CH:15][CH:16]=2)[C:11]([C:18]#[N:19])=[CH:10][CH:9]=1.[OH:20][C:21]1[CH:28]=[CH:27][C:24]([CH:25]=O)=[CH:23][CH:22]=1.